From a dataset of Forward reaction prediction with 1.9M reactions from USPTO patents (1976-2016). Predict the product of the given reaction. (1) Given the reactants [Cl:1][C:2]1[CH:3]=[CH:4][C:5]([NH2:8])=[N:6][CH:7]=1.[Br:9]Br.C(=O)(O)[O-].OS([O-])=O.[Na+], predict the reaction product. The product is: [Br:9][C:4]1[C:5]([NH2:8])=[N:6][CH:7]=[C:2]([Cl:1])[CH:3]=1. (2) Given the reactants [C:1]([O:5][C:6]([NH:8][C:9]1[C:13]2=[N:14][CH:15]=[C:16]([C:18]([CH3:20])=[CH2:19])[CH:17]=[C:12]2[O:11][C:10]=1[C:21]([O:23][CH2:24][CH3:25])=[O:22])=[O:7])([CH3:4])([CH3:3])[CH3:2], predict the reaction product. The product is: [C:1]([O:5][C:6]([NH:8][C:9]1[C:13]2=[N:14][CH:15]=[C:16]([CH:18]([CH3:20])[CH3:19])[CH:17]=[C:12]2[O:11][C:10]=1[C:21]([O:23][CH2:24][CH3:25])=[O:22])=[O:7])([CH3:2])([CH3:3])[CH3:4]. (3) Given the reactants [CH3:1][NH:2][C:3](=[O:9])[CH2:4][C:5](=O)[CH2:6][CH3:7].[NH3:10], predict the reaction product. The product is: [CH3:1][NH:2][C:3](=[O:9])[CH:4]=[C:5]([NH2:10])[CH2:6][CH3:7].